This data is from Reaction yield outcomes from USPTO patents with 853,638 reactions. The task is: Predict the reaction yield, written as a fraction of the theoretical maximum amount of product (1.0 means a 100% yield; for example, 0.34 means a 34% yield). The reactants are C([NH:9][C:10]([NH:12][C:13]1[C:18]([O:19][C:20]2[CH:25]=[CH:24][C:23]([F:26])=[CH:22][CH:21]=2)=[CH:17][C:16]([Br:27])=[CH:15][N:14]=1)=[S:11])(=O)C1C=CC=CC=1.[OH-].[Na+]. No catalyst specified. The product is [Br:27][C:16]1[CH:17]=[C:18]([O:19][C:20]2[CH:25]=[CH:24][C:23]([F:26])=[CH:22][CH:21]=2)[C:13]([NH:12][C:10]([NH2:9])=[S:11])=[N:14][CH:15]=1. The yield is 0.843.